Regression. Given a peptide amino acid sequence and an MHC pseudo amino acid sequence, predict their binding affinity value. This is MHC class I binding data. From a dataset of Peptide-MHC class I binding affinity with 185,985 pairs from IEDB/IMGT. The peptide sequence is TSAFNKKT. The MHC is H-2-Kb with pseudo-sequence H-2-Kb. The binding affinity (normalized) is 0.